Dataset: Full USPTO retrosynthesis dataset with 1.9M reactions from patents (1976-2016). Task: Predict the reactants needed to synthesize the given product. Given the product [CH2:1]([C:3]1[C:4]2[CH2:17][CH2:16][N:15]([C:18]([O:20][C:21]([CH3:23])([CH3:22])[CH3:24])=[O:19])[CH2:14][CH2:13][C:5]=2[CH:6]=[C:7]2[C:12]=1[N:11]([CH2:27][CH:26]([OH:28])[CH2:25][O:29][CH3:30])[CH2:10][CH2:9][CH2:8]2)[CH3:2], predict the reactants needed to synthesize it. The reactants are: [CH2:1]([C:3]1[C:4]2[CH2:17][CH2:16][N:15]([C:18]([O:20][C:21]([CH3:24])([CH3:23])[CH3:22])=[O:19])[CH2:14][CH2:13][C:5]=2[CH:6]=[C:7]2[C:12]=1[NH:11][CH2:10][CH2:9][CH2:8]2)[CH3:2].[CH2:25]([O:29][CH3:30])[CH:26]1[O:28][CH2:27]1.FC(F)(F)S([O-])(=O)=O.[Yb+3].FC(F)(F)S([O-])(=O)=O.FC(F)(F)S([O-])(=O)=O.C(=O)(O)[O-].[Na+].